This data is from Full USPTO retrosynthesis dataset with 1.9M reactions from patents (1976-2016). The task is: Predict the reactants needed to synthesize the given product. (1) Given the product [Br:1][C:2]1[N:7]=[C:6]([NH:8][C:9]2[CH:10]=[CH:11][C:12]([CH:15]3[CH2:20][CH2:19][NH:18][CH2:17][CH2:16]3)=[CH:13][CH:14]=2)[C:5](=[O:28])[N:4]([CH3:29])[CH:3]=1, predict the reactants needed to synthesize it. The reactants are: [Br:1][C:2]1[N:7]=[C:6]([NH:8][C:9]2[CH:14]=[CH:13][C:12]([CH:15]3[CH2:20][CH2:19][N:18](C(OC(C)(C)C)=O)[CH2:17][CH2:16]3)=[CH:11][CH:10]=2)[C:5](=[O:28])[N:4]([CH3:29])[CH:3]=1.FC(F)(F)C(O)=O. (2) Given the product [CH:1]1([N:6]2[CH2:12][C:11]([F:13])([F:14])[C:10](=[O:15])[N:9]([CH3:16])[C:8]3[CH:17]=[N:18][C:19]([NH:21][C:22]4[C:30]([F:31])=[CH:29][C:25]([C:26]([NH:34][CH3:38])=[O:27])=[C:24]([F:32])[CH:23]=4)=[N:20][C:7]2=3)[CH2:5][CH2:4][CH2:3][CH2:2]1, predict the reactants needed to synthesize it. The reactants are: [CH:1]1([N:6]2[CH2:12][C:11]([F:14])([F:13])[C:10](=[O:15])[N:9]([CH3:16])[C:8]3[CH:17]=[N:18][C:19]([NH:21][C:22]4[C:30]([F:31])=[CH:29][C:25]([C:26](O)=[O:27])=[C:24]([F:32])[CH:23]=4)=[N:20][C:7]2=3)[CH2:5][CH2:4][CH2:3][CH2:2]1.O[N:34]1[C:38]2C=CC=CC=2N=N1.F[P-](F)(F)(F)(F)F.CN(C(N(C)C)=[N+]1C2C=CC=CC=2[N+]([O-])=N1)C.C(N(C(C)C)CC)(C)C.Cl.CN. (3) Given the product [NH2:4][C:5]1[CH:13]=[C:12]([F:14])[C:11]([I:20])=[CH:10][C:6]=1[C:7]([OH:9])=[O:8], predict the reactants needed to synthesize it. The reactants are: ClCCl.[NH2:4][C:5]1[CH:13]=[C:12]([F:14])[CH:11]=[CH:10][C:6]=1[C:7]([OH:9])=[O:8].C(=O)([O-])O.[Na+].[I:20](Cl)(=O)=O.I(Cl)(=O)=O.C([N+](C)(C)C)C1C=CC=CC=1. (4) Given the product [Na+:64].[C:21]1([C:18]2[CH:19]=[CH:20][C:15]([N:13]([CH2:12][CH2:11][CH2:10][CH2:9][O:8][CH2:7][C:6]([O-:33])=[O:5])[CH3:14])=[N:16][C:17]=2[C:27]2[CH:32]=[CH:31][CH:30]=[CH:29][CH:28]=2)[CH:22]=[CH:23][CH:24]=[CH:25][CH:26]=1, predict the reactants needed to synthesize it. The reactants are: C([O:5][C:6](=[O:33])[CH2:7][O:8][CH2:9][CH2:10][CH2:11][CH2:12][N:13]([C:15]1[CH:20]=[CH:19][C:18]([C:21]2[CH:26]=[CH:25][CH:24]=[CH:23][CH:22]=2)=[C:17]([C:27]2[CH:32]=[CH:31][CH:30]=[CH:29][CH:28]=2)[N:16]=1)[CH3:14])(C)(C)C.C1(C2C=CC(N(CCCCOCC(O)=O)C)=NC=2C2C=CC=CC=2)C=CC=CC=1.[OH-].[Na+:64]. (5) The reactants are: [C:1]1([N:7]2[CH:11]=[CH:10][CH:9]=[N:8]2)[CH:6]=[CH:5][CH:4]=[CH:3][CH:2]=1.[CH:12](=[O:16])[CH:13]([CH3:15])[CH3:14]. Given the product [CH3:14][CH:13]([CH3:15])[CH:12]([C:11]1[N:7]([C:1]2[CH:2]=[CH:3][CH:4]=[CH:5][CH:6]=2)[N:8]=[CH:9][CH:10]=1)[OH:16], predict the reactants needed to synthesize it.